From a dataset of Forward reaction prediction with 1.9M reactions from USPTO patents (1976-2016). Predict the product of the given reaction. (1) Given the reactants [F:1][C:2]([F:19])([F:18])[S:3]([O:6][C:7]1[CH:16]=[CH:15][C:14]2[C:9](=[CH:10][C:11]([OH:17])=[CH:12][CH:13]=2)[CH:8]=1)(=[O:5])=[O:4].C(=O)([O-])[O-].[Cs+].[Cs+].[CH3:26][O:27][C:28](=[O:33])[CH:29](Br)[CH2:30][CH3:31], predict the reaction product. The product is: [F:19][C:2]([F:18])([F:1])[S:3]([O:6][C:7]1[CH:8]=[C:9]2[C:14]([CH:13]=[CH:12][C:11]([O:17][CH:29]([CH2:30][CH3:31])[C:28]([O:27][CH3:26])=[O:33])=[CH:10]2)=[CH:15][CH:16]=1)(=[O:4])=[O:5]. (2) Given the reactants Cl.[CH3:2][N:3]1[CH:7]=[C:6]([C:8]2[N:13]=[C:12]([C:14]3[CH:15]=[N:16][N:17]([C:19]4([CH2:25][C:26]#[N:27])[CH2:24][CH2:23][NH:22][CH2:21][CH2:20]4)[CH:18]=3)[N:11]3[CH:28]=[CH:29][N:30]=[C:10]3[CH:9]=2)[CH:5]=[N:4]1.[C:31](#N)C.C(N(CC)CC)C.C=O.[BH-](OC(C)=O)(OC(C)=O)OC(C)=O.[Na+], predict the reaction product. The product is: [CH3:31][N:22]1[CH2:21][CH2:20][C:19]([CH2:25][C:26]#[N:27])([N:17]2[CH:18]=[C:14]([C:12]3[N:11]4[CH:28]=[CH:29][N:30]=[C:10]4[CH:9]=[C:8]([C:6]4[CH:5]=[N:4][N:3]([CH3:2])[CH:7]=4)[N:13]=3)[CH:15]=[N:16]2)[CH2:24][CH2:23]1.